Task: Predict the reaction yield, written as a fraction of the theoretical maximum amount of product (1.0 means a 100% yield; for example, 0.34 means a 34% yield).. Dataset: Reaction yield outcomes from USPTO patents with 853,638 reactions (1) The reactants are [Br:1][C:2]1[C:11]2[C:6](=[C:7](C3C=C(C(F)(F)F)C=CC=3C([O-])=O)[CH:8]=[C:9]([O:12]C)[CH:10]=2)[C:5](=[O:27])[N:4]([C:28]2[CH:33]=[CH:32][C:31]([O:34]C)=[CH:30][CH:29]=2)[CH:3]=1.ClC1C=CC=CC=1.B(Br)(Br)Br.[OH2:47]. The catalyst is CO. The product is [Br:1][C:2]1[C:11]2[C:6](=[C:7]([OH:47])[CH:8]=[C:9]([OH:12])[CH:10]=2)[C:5](=[O:27])[N:4]([C:28]2[CH:33]=[CH:32][C:31]([OH:34])=[CH:30][CH:29]=2)[CH:3]=1. The yield is 0.846. (2) The reactants are [Cl:1][C:2]1[C:3]([NH2:9])=[N:4][CH:5]=[C:6]([Cl:8])[CH:7]=1.[C:10](N1C=CC=CC1=O)(N1C=CC=CC1=O)=[S:11]. The catalyst is ClCCl. The product is [Cl:1][C:2]1[C:3]([N:9]=[C:10]=[S:11])=[N:4][CH:5]=[C:6]([Cl:8])[CH:7]=1. The yield is 0.880.